Predict which catalyst facilitates the given reaction. From a dataset of Catalyst prediction with 721,799 reactions and 888 catalyst types from USPTO. (1) Reactant: [C:1]([C:6]1([CH:32]2[CH2:37][CH2:36][CH2:35][CH2:34][CH2:33]2)[CH2:11][CH2:10][N:9]([C:12](=[O:31])[C@H:13]([NH:23]C(=O)OC(C)(C)C)[CH2:14][C:15]2[CH:20]=[CH:19][C:18]([O:21][CH3:22])=[CH:17][CH:16]=2)[CH2:8][CH2:7]1)(=[O:5])[CH2:2][CH2:3][CH3:4].[OH-].[Na+]. Product: [NH2:23][C@H:13]([CH2:14][C:15]1[CH:16]=[CH:17][C:18]([O:21][CH3:22])=[CH:19][CH:20]=1)[C:12]([N:9]1[CH2:10][CH2:11][C:6]([C:1](=[O:5])[CH2:2][CH2:3][CH3:4])([CH:32]2[CH2:33][CH2:34][CH2:35][CH2:36][CH2:37]2)[CH2:7][CH2:8]1)=[O:31]. The catalyst class is: 557. (2) Product: [Br:1][C:2]1[CH:7]=[CH:6][C:5]([O:8][Si:18]([CH:25]([CH3:27])[CH3:26])([CH:22]([CH3:24])[CH3:23])[CH:19]([CH3:21])[CH3:20])=[CH:4][C:3]=1[CH:9]([CH3:11])[CH3:10]. The catalyst class is: 3. Reactant: [Br:1][C:2]1[CH:7]=[CH:6][C:5]([OH:8])=[CH:4][C:3]=1[CH:9]([CH3:11])[CH3:10].N1C=CN=C1.Cl[Si:18]([CH:25]([CH3:27])[CH3:26])([CH:22]([CH3:24])[CH3:23])[CH:19]([CH3:21])[CH3:20]. (3) Reactant: [CH2:1]([O:8][CH2:9][C:10]1[CH:14]=[C:13]([C:15]([OH:17])=O)[N:12]([CH3:18])[N:11]=1)[C:2]1[CH:7]=[CH:6][CH:5]=[CH:4][CH:3]=1.[CH2:19]([O:26][CH2:27][C:28]1N(C)[N:31]=[C:30](C(O)=O)[CH:29]=1)C1C=CC=CC=1.Cl.O1CCC(CN)C1.C(N(CC)CC)C.ON1C2C=CC=CC=2N=N1.Cl.C(N=C=NCCCN(C)C)C. Product: [O:26]1[CH2:27][CH2:28][CH:29]([CH2:30][NH:31][C:15]([C:13]2[N:12]([CH3:18])[N:11]=[C:10]([CH2:9][O:8][CH2:1][C:2]3[CH:3]=[CH:4][CH:5]=[CH:6][CH:7]=3)[CH:14]=2)=[O:17])[CH2:19]1. The catalyst class is: 22. (4) Reactant: [C:1]([Si:5]([O:18][C@H:19]([CH2:23][CH3:24])[C:20](C)=[CH2:21])([C:12]1[CH:17]=[CH:16][CH:15]=[CH:14][CH:13]=1)[C:6]1[CH:11]=[CH:10][CH:9]=[CH:8][CH:7]=1)([CH3:4])([CH3:3])[CH3:2].N1C(C)=CC=CC=1C.I([O-])(=O)(=O)=[O:34].[Na+]. Product: [Si:5]([O:18][C@H:19]([CH2:23][CH3:24])[C:20](=[O:34])[CH3:21])([C:1]([CH3:4])([CH3:2])[CH3:3])([C:6]1[CH:7]=[CH:8][CH:9]=[CH:10][CH:11]=1)[C:12]1[CH:17]=[CH:16][CH:15]=[CH:14][CH:13]=1. The catalyst class is: 20. (5) Reactant: [F:1][C:2]1[CH:3]=[CH:4][C:5]2[S:11][CH2:10][CH2:9][C:8](=O)[NH:7][C:6]=2[CH:13]=1.COCCO[AlH2-]OCCOC.[Na+].[OH-].[Na+]. Product: [F:1][C:2]1[CH:3]=[CH:4][C:5]2[S:11][CH2:10][CH2:9][CH2:8][NH:7][C:6]=2[CH:13]=1. The catalyst class is: 11. (6) Reactant: [OH-].[Na+].[Cl:3][C:4]1[C:11]([O:12]C(=O)C)=[C:10]([Cl:16])[CH:9]=[CH:8][C:5]=1[CH:6]=[O:7].Cl.O. Product: [Cl:3][C:4]1[C:11]([OH:12])=[C:10]([Cl:16])[CH:9]=[CH:8][C:5]=1[CH:6]=[O:7]. The catalyst class is: 5. (7) Reactant: C[O:2][C:3]1[C:16](=[O:17])[C:15]2[C:14]3[C:9](=[CH:10][CH:11]=[CH:12][CH:13]=3)[C:8]([CH3:18])=[CH:7][C:6]=2[C:5](=[O:19])[CH:4]=1.[OH-].[Na+].Cl. Product: [OH:2][C:3]1[C:16](=[O:17])[C:15]2[C:14]3[C:9](=[CH:10][CH:11]=[CH:12][CH:13]=3)[C:8]([CH3:18])=[CH:7][C:6]=2[C:5](=[O:19])[CH:4]=1. The catalyst class is: 5. (8) Reactant: [F:1][C:2]1[CH:7]=[CH:6][C:5]([CH2:8][C:9](Cl)=[O:10])=[CH:4][CH:3]=1.[S-:12][C:13]#[N:14].[NH4+]. Product: [F:1][C:2]1[CH:7]=[CH:6][C:5]([CH2:8][C:9]([N:14]=[C:13]=[S:12])=[O:10])=[CH:4][CH:3]=1. The catalyst class is: 23. (9) Reactant: [NH2:1][C:2]1[CH:29]=[CH:28][C:5]([CH2:6][C@H:7]([N:10]([CH2:18][C@@H:19]([C:21]2[CH:26]=[CH:25][CH:24]=[C:23]([Cl:27])[CH:22]=2)[OH:20])[C:11](=[O:17])[O:12][C:13]([CH3:16])([CH3:15])[CH3:14])[CH2:8][OH:9])=[CH:4][CH:3]=1.[C:30]1([C:36]2[C:37]([C:41](O)=[O:42])=[CH:38][NH:39][CH:40]=2)[CH:35]=[CH:34][CH:33]=[CH:32][CH:31]=1.O.ON1C2C=CC=CC=2N=N1.Cl.CN(C)CCCN=C=NCC. The catalyst class is: 42. Product: [Cl:27][C:23]1[CH:22]=[C:21]([C@@H:19]([OH:20])[CH2:18][N:10]([C@@H:7]([CH2:6][C:5]2[CH:4]=[CH:3][C:2]([NH:1][C:41]([C:37]3[C:36]([C:30]4[CH:31]=[CH:32][CH:33]=[CH:34][CH:35]=4)=[CH:40][NH:39][CH:38]=3)=[O:42])=[CH:29][CH:28]=2)[CH2:8][OH:9])[C:11](=[O:17])[O:12][C:13]([CH3:16])([CH3:14])[CH3:15])[CH:26]=[CH:25][CH:24]=1. (10) Reactant: [CH3:1][O:2][C:3](=[O:29])[CH2:4][CH2:5][CH2:6][CH2:7][CH2:8][CH:9]([O:25][CH2:26][CH:27]=[CH2:28])[C:10](=[O:24])[NH:11][C:12]1[CH:13]=[N:14][CH:15]=[CH:16][C:17]=1[O:18][CH2:19][CH2:20][CH2:21]C=C.CO. Product: [CH3:1][O:2][C:3](=[O:29])[CH2:4][CH2:5][CH2:6][CH2:7][CH2:8][CH:9]1[C:10](=[O:24])[NH:11][C:12]2[CH:13]=[N:14][CH:15]=[CH:16][C:17]=2[O:18][CH2:19][CH2:20][CH2:21][CH2:28][CH2:27][CH2:26][O:25]1. The catalyst class is: 25.